The task is: Predict the reaction yield, written as a fraction of the theoretical maximum amount of product (1.0 means a 100% yield; for example, 0.34 means a 34% yield).. This data is from Reaction yield outcomes from USPTO patents with 853,638 reactions. The reactants are ClC(Cl)([O:4][C:5](=[O:11])[O:6][C:7](Cl)(Cl)Cl)Cl.[CH3:13][Si:14]([CH3:19])([CH3:18])[CH2:15]CO.O[N:21]1[C:26](=[O:27])[CH2:25][CH2:24][C:22]1=[O:23]. The catalyst is C1COCC1. The product is [C:5](=[O:11])([O:6][CH2:7][CH2:19][Si:14]([CH3:13])([CH3:15])[CH3:18])[O:4][N:21]1[C:26](=[O:27])[CH2:25][CH2:24][C:22]1=[O:23]. The yield is 0.780.